This data is from Peptide-MHC class I binding affinity with 185,985 pairs from IEDB/IMGT. The task is: Regression. Given a peptide amino acid sequence and an MHC pseudo amino acid sequence, predict their binding affinity value. This is MHC class I binding data. The peptide sequence is SYPKLTNSYV. The MHC is Mamu-A01 with pseudo-sequence Mamu-A01. The binding affinity (normalized) is 0.510.